The task is: Predict which catalyst facilitates the given reaction.. This data is from Catalyst prediction with 721,799 reactions and 888 catalyst types from USPTO. (1) The catalyst class is: 21. Product: [O:21]1[CH:25]=[CH:24][CH:23]=[C:22]1[CH2:26][O:14][C:3]1[CH:4]=[C:5]([NH:8][C:9]2[S:10][CH:11]=[CH:12][N:13]=2)[CH:6]=[CH:7][C:2]=1[CH3:1]. Reactant: [CH3:1][C:2]1[CH:7]=[CH:6][C:5]([NH:8][C:9]2[S:10][CH:11]=[CH:12][N:13]=2)=[CH:4][C:3]=1[OH:14].C([O-])([O-])=O.[Cs+].[Cs+].[O:21]1[CH:25]=[CH:24][CH:23]=[C:22]1[CH2:26]Br.CCOCC. (2) Reactant: Br[C:2]1[O:3][C:4]([CH3:7])=[N:5][N:6]=1.C1C=CC(P(C2C=CC3C(=CC=CC=3)C=2C2C3C(=CC=CC=3)C=CC=2P(C2C=CC=CC=2)C2C=CC=CC=2)C2C=CC=CC=2)=CC=1.CC(C)([O-])C.[Na+].[Cl:60][C:61]1[CH:62]=[C:63]([CH:65]=[C:66]([Cl:68])[CH:67]=1)[NH2:64]. Product: [Cl:60][C:61]1[CH:62]=[C:63]([NH:64][C:2]2[O:3][C:4]([CH3:7])=[N:5][N:6]=2)[CH:65]=[C:66]([Cl:68])[CH:67]=1. The catalyst class is: 187. (3) The catalyst class is: 49. Product: [Br:20][C:18]1[CH:19]=[C:14]([C@@:4]2([CH3:13])[N:3]=[C:2]([NH:1][C:29](=[O:30])[O:31][C:32]([CH3:35])([CH3:34])[CH3:33])[C:7]3([CH2:10][CH2:9][CH2:8]3)[S:6](=[O:11])(=[O:12])[CH2:5]2)[C:15]([F:21])=[N:16][CH:17]=1. Reactant: [NH2:1][C:2]1[C:7]2([CH2:10][CH2:9][CH2:8]2)[S:6](=[O:12])(=[O:11])[CH2:5][C@:4]([C:14]2[C:15]([F:21])=[N:16][CH:17]=[C:18]([Br:20])[CH:19]=2)([CH3:13])[N:3]=1.C(N(CC)CC)C.[C:29](O[C:29]([O:31][C:32]([CH3:35])([CH3:34])[CH3:33])=[O:30])([O:31][C:32]([CH3:35])([CH3:34])[CH3:33])=[O:30]. (4) Reactant: [CH2:1]([N:8]([CH2:15]CCl)[CH2:9][C:10]1[N:11]=[CH:12][NH:13][CH:14]=1)[C:2]1[CH:7]=[CH:6][CH:5]=[CH:4][CH:3]=1.[CH2:18](N(CC)CC)C. Product: [CH2:1]([N:8]1[CH2:9][CH2:10][N:11]2[CH:18]=[CH:14][N:13]=[C:12]2[CH2:15]1)[C:2]1[CH:3]=[CH:4][CH:5]=[CH:6][CH:7]=1. The catalyst class is: 10. (5) Reactant: [CH3:1][C:2]1([CH3:10])[CH2:7][CH:6]([CH2:8][OH:9])[CH2:5][CH2:4][O:3]1.N1C=CC=CC=1.[C:17]1([CH3:27])[CH:22]=[CH:21][C:20]([S:23](Cl)(=[O:25])=[O:24])=[CH:19][CH:18]=1. Product: [CH3:27][C:17]1[CH:22]=[CH:21][C:20]([S:23]([O:9][CH2:8][CH:6]2[CH2:5][CH2:4][O:3][C:2]([CH3:10])([CH3:1])[CH2:7]2)(=[O:25])=[O:24])=[CH:19][CH:18]=1. The catalyst class is: 154. (6) Reactant: [O:1]=[C:2]1[C:10]2[C:5](=[CH:6][CH:7]=[CH:8][CH:9]=2)[C:4](=[O:11])[N:3]1[CH2:12][C:13](=O)[C:14]([O:16]CC)=O.[CH3:20]/[C:21](/[NH2:24])=[N:22]/[NH2:23].Cl. Product: [CH3:20][C:21]1[NH:24][C:14](=[O:16])[C:13]([CH2:12][N:3]2[C:4](=[O:11])[C:5]3[C:10](=[CH:9][CH:8]=[CH:7][CH:6]=3)[C:2]2=[O:1])=[N:23][N:22]=1. The catalyst class is: 14. (7) Reactant: [CH:1]([C:4]1[N:8]=[C:7]([N:9]2[CH2:14][CH2:13][CH:12]([C@H:15]3[CH2:17][C@H:16]3[CH2:18][CH2:19][O:20][C:21]3[N:26]=[CH:25][C:24]([CH2:27][C:28]([O:30]C(C)(C)C)=[O:29])=[CH:23][C:22]=3[CH3:35])[CH2:11][CH2:10]2)[O:6][N:5]=1)([CH3:3])[CH3:2].Cl. Product: [CH:1]([C:4]1[N:8]=[C:7]([N:9]2[CH2:14][CH2:13][CH:12]([C@H:15]3[CH2:17][C@H:16]3[CH2:18][CH2:19][O:20][C:21]3[N:26]=[CH:25][C:24]([CH2:27][C:28]([OH:30])=[O:29])=[CH:23][C:22]=3[CH3:35])[CH2:11][CH2:10]2)[O:6][N:5]=1)([CH3:2])[CH3:3]. The catalyst class is: 6. (8) Reactant: [C:1]([CH2:4][CH2:5][C:6]1[C:7]([CH3:13])=[C:8]([CH:11]=O)[NH:9][CH:10]=1)([OH:3])=[O:2].[Cl:14][C:15]1[CH:23]=[C:22]2[C:18]([CH2:19][C:20](=[O:24])[NH:21]2)=[CH:17][CH:16]=1.N1CCCCC1. Product: [Cl:14][C:15]1[CH:23]=[C:22]2[C:18]([C:19](=[CH:11][C:8]3[NH:9][CH:10]=[C:6]([CH2:5][CH2:4][C:1]([OH:3])=[O:2])[C:7]=3[CH3:13])[C:20](=[O:24])[NH:21]2)=[CH:17][CH:16]=1. The catalyst class is: 8.